The task is: Regression. Given two drug SMILES strings and cell line genomic features, predict the synergy score measuring deviation from expected non-interaction effect.. This data is from NCI-60 drug combinations with 297,098 pairs across 59 cell lines. (1) Drug 1: COC1=C(C=C2C(=C1)N=CN=C2NC3=CC(=C(C=C3)F)Cl)OCCCN4CCOCC4. Drug 2: CC1CCC2CC(C(=CC=CC=CC(CC(C(=O)C(C(C(=CC(C(=O)CC(OC(=O)C3CCCCN3C(=O)C(=O)C1(O2)O)C(C)CC4CCC(C(C4)OC)O)C)C)O)OC)C)C)C)OC. Cell line: COLO 205. Synergy scores: CSS=38.2, Synergy_ZIP=2.13, Synergy_Bliss=5.98, Synergy_Loewe=-1.08, Synergy_HSA=10.4. (2) Drug 1: C1=CC(=CC=C1CCCC(=O)O)N(CCCl)CCCl. Drug 2: CCCCC(=O)OCC(=O)C1(CC(C2=C(C1)C(=C3C(=C2O)C(=O)C4=C(C3=O)C=CC=C4OC)O)OC5CC(C(C(O5)C)O)NC(=O)C(F)(F)F)O. Cell line: SF-268. Synergy scores: CSS=27.0, Synergy_ZIP=-10.6, Synergy_Bliss=-10.6, Synergy_Loewe=-8.80, Synergy_HSA=-9.39.